This data is from Forward reaction prediction with 1.9M reactions from USPTO patents (1976-2016). The task is: Predict the product of the given reaction. Given the reactants [C:1]([C:3]1[CH:4]=[C:5]2[C:9](=[CH:10][CH:11]=1)[NH:8][CH:7]=[CH:6]2)#[N:2].[CH3:12][C:13]([O:16][C:17](O[C:17]([O:16][C:13]([CH3:15])([CH3:14])[CH3:12])=[O:18])=[O:18])([CH3:15])[CH3:14], predict the reaction product. The product is: [C:1]([C:3]1[CH:4]=[C:5]2[C:9](=[CH:10][CH:11]=1)[N:8]([C:17]([O:16][C:13]([CH3:15])([CH3:14])[CH3:12])=[O:18])[CH:7]=[CH:6]2)#[N:2].